Dataset: Reaction yield outcomes from USPTO patents with 853,638 reactions. Task: Predict the reaction yield, written as a fraction of the theoretical maximum amount of product (1.0 means a 100% yield; for example, 0.34 means a 34% yield). (1) The reactants are [F:1][C:2]1[CH:26]=[CH:25][C:5]([CH2:6][N:7]2[C:11]3=[CH:12][N:13]=[C:14]([C:16]([OH:18])=O)[CH:15]=[C:10]3[C:9]([CH2:19][O:20][CH2:21][CH2:22][O:23][CH3:24])=[CH:8]2)=[CH:4][CH:3]=1.CN1CCOCC1.Cl.[CH3:35][NH:36][OH:37]. The catalyst is CN(C=O)C.CCOC(C)=O. The product is [F:1][C:2]1[CH:3]=[CH:4][C:5]([CH2:6][N:7]2[C:11]3=[CH:12][N:13]=[C:14]([C:16]([N:36]([OH:37])[CH3:35])=[O:18])[CH:15]=[C:10]3[C:9]([CH2:19][O:20][CH2:21][CH2:22][O:23][CH3:24])=[CH:8]2)=[CH:25][CH:26]=1. The yield is 0.370. (2) The reactants are Br[C:2]1[CH:3]=[CH:4][C:5]2[O:14][CH2:13][CH2:12][N:11]3[C:7](=[N:8][C:9]([C:15]([NH2:17])=[O:16])=[CH:10]3)[C:6]=2[CH:18]=1.[C:19]([C:21]1([OH:27])[CH2:25][CH2:24][N:23]([CH3:26])[CH2:22]1)#[CH:20]. The catalyst is C(#N)C.C(N(CC)CC)C.Cl[Pd](Cl)([P](C1C=CC=CC=1)(C1C=CC=CC=1)C1C=CC=CC=1)[P](C1C=CC=CC=1)(C1C=CC=CC=1)C1C=CC=CC=1.[Cu]I. The product is [OH:27][C:21]1([C:19]#[C:20][C:2]2[CH:3]=[CH:4][C:5]3[O:14][CH2:13][CH2:12][N:11]4[C:7](=[N:8][C:9]([C:15]([NH2:17])=[O:16])=[CH:10]4)[C:6]=3[CH:18]=2)[CH2:25][CH2:24][N:23]([CH3:26])[CH2:22]1. The yield is 0.100. (3) The reactants are [CH3:1][CH:2]([OH:5])[CH:3]=[CH2:4].[Li+].CCC[CH2-].[Br:11][C:12]1[CH:17]=[CH:16][C:15](F)=[C:14]([N+:19]([O-:21])=[O:20])[CH:13]=1.Cl. The catalyst is C1COCC1. The product is [Br:11][C:12]1[CH:17]=[CH:16][C:15]([O:5][CH:2]([CH:3]=[CH2:4])[CH3:1])=[C:14]([N+:19]([O-:21])=[O:20])[CH:13]=1. The yield is 0.910. (4) The reactants are C[N:2](C)[CH:3]=[CH:4][C:5]([C:7]1[C:12](=[O:13])[CH:11]=[CH:10][N:9]([C:14]2[CH:19]=[CH:18][CH:17]=[C:16]([C:20]([F:23])([F:22])[F:21])[CH:15]=2)[N:8]=1)=O.Cl.[CH:26]1([CH2:29][NH:30]N)[CH2:28][CH2:27]1.CCN(CC)CC.Cl. The catalyst is CO. The product is [CH:26]1([CH2:29][N:30]2[C:5]([C:7]3[C:12](=[O:13])[CH:11]=[CH:10][N:9]([C:14]4[CH:19]=[CH:18][CH:17]=[C:16]([C:20]([F:23])([F:22])[F:21])[CH:15]=4)[N:8]=3)=[CH:4][CH:3]=[N:2]2)[CH2:28][CH2:27]1. The yield is 0.440. (5) The reactants are BrC1SC(Cl)=C(Cl)C=1C(=O)CCl.[Br:13][C:14]1[CH:19]=[CH:18][CH:17]=[CH:16][C:15]=1[Br:20].[Br:21][CH2:22][C:23](Br)=[O:24]. No catalyst specified. The product is [Br:21][CH2:22][C:23]([C:17]1[CH:18]=[CH:19][C:14]([Br:13])=[C:15]([Br:20])[CH:16]=1)=[O:24]. The yield is 0.130. (6) The reactants are [C:1]([O:4][CH2:5][C:6]1[C:11]([N:12]2[CH2:24][CH2:23][N:15]3[C:16]4[CH2:17][CH2:18][CH2:19][CH2:20][C:21]=4[CH:22]=[C:14]3[C:13]2=[O:25])=[CH:10][C:9]([F:26])=[CH:8][C:7]=1Br)(=[O:3])[CH3:2].[B:28]1([B:28]2[O:32][C:31]([CH3:34])([CH3:33])[C:30]([CH3:36])([CH3:35])[O:29]2)[O:32][C:31]([CH3:34])([CH3:33])[C:30]([CH3:36])([CH3:35])[O:29]1.CC([O-])=O.[K+]. The catalyst is C1C=CC(P(C2C=CC=CC=2)[C-]2C=CC=C2)=CC=1.C1C=CC(P(C2C=CC=CC=2)[C-]2C=CC=C2)=CC=1.Cl[Pd]Cl.[Fe+2].O1CCOCC1. The product is [C:1]([O:4][CH2:5][C:6]1[C:11]([N:12]2[CH2:24][CH2:23][N:15]3[C:16]4[CH2:17][CH2:18][CH2:19][CH2:20][C:21]=4[CH:22]=[C:14]3[C:13]2=[O:25])=[CH:10][C:9]([F:26])=[CH:8][C:7]=1[B:28]1[O:32][C:31]([CH3:34])([CH3:33])[C:30]([CH3:36])([CH3:35])[O:29]1)(=[O:3])[CH3:2]. The yield is 0.770. (7) The reactants are [N+:1]([O-:4])(O)=[O:2].S(=O)(=O)(O)O.[CH3:10][N:11]1[C:15]([C:16]([OH:18])=[O:17])=[CH:14][C:13]([CH2:19][CH2:20][CH3:21])=[N:12]1. No catalyst specified. The product is [CH3:10][N:11]1[C:15]([C:16]([OH:18])=[O:17])=[C:14]([N+:1]([O-:4])=[O:2])[C:13]([CH2:19][CH2:20][CH3:21])=[N:12]1. The yield is 0.340. (8) The reactants are [Cl:1][C:2]1[CH:7]=[CH:6][C:5]([C:8]2[N:9]([CH2:23][C@H:24]([OH:29])[C:25]([F:28])([F:27])[F:26])[C:10](=[O:22])[N:11]([CH2:13][C:14]3[N:18]=[C:17]([CH:19]([OH:21])[CH3:20])[NH:16][N:15]=3)[N:12]=2)=[CH:4][CH:3]=1.[Cl:30][C:31]1[C:32]([F:40])=[C:33](B(O)O)[CH:34]=[CH:35][CH:36]=1.B(O)O. The catalyst is N1C=CC=CC=1.C([O-])(=O)C.[Cu+2].C([O-])(=O)C. The product is [Cl:30][C:31]1[C:32]([F:40])=[C:33]([N:16]2[C:17]([CH:19]([OH:21])[CH3:20])=[N:18][C:14]([CH2:13][N:11]3[C:10](=[O:22])[N:9]([CH2:23][C@H:24]([OH:29])[C:25]([F:26])([F:28])[F:27])[C:8]([C:5]4[CH:4]=[CH:3][C:2]([Cl:1])=[CH:7][CH:6]=4)=[N:12]3)=[N:15]2)[CH:34]=[CH:35][CH:36]=1. The yield is 0.970.